From a dataset of Forward reaction prediction with 1.9M reactions from USPTO patents (1976-2016). Predict the product of the given reaction. The product is: [ClH:1].[ClH:1].[CH3:13][CH:14]1[C:7]2[N:8]=[CH:9][NH:10][C:6]=2[CH2:5][CH2:4][NH:3]1. Given the reactants [ClH:1].Cl.[NH2:3][CH2:4][CH2:5][C:6]1[N:10]=[CH:9][NH:8][CH:7]=1.[OH-].[Na+].[CH:13](=O)[CH3:14].Cl, predict the reaction product.